From a dataset of Forward reaction prediction with 1.9M reactions from USPTO patents (1976-2016). Predict the product of the given reaction. (1) Given the reactants [N:1]1[CH:6]=[CH:5][CH:4]=[C:3]([CH:7]([C:30]2[CH:31]=[N:32][CH:33]=[CH:34][CH:35]=2)[CH2:8][C:9]2[C:10]([NH:15][C:16]3[CH:21]=[CH:20][CH:19]=[CH:18][C:17]=3[NH:22][C:23](=O)[CH2:24][C:25]([F:28])([F:27])[F:26])=[N:11][CH:12]=[CH:13][CH:14]=2)[CH:2]=1.O=P(Cl)(Cl)Cl, predict the reaction product. The product is: [N:1]1[CH:6]=[CH:5][CH:4]=[C:3]([CH:7]([C:30]2[CH:31]=[N:32][CH:33]=[CH:34][CH:35]=2)[CH2:8][C:9]2[C:10]([N:15]3[C:16]4[CH:21]=[CH:20][CH:19]=[CH:18][C:17]=4[N:22]=[C:23]3[CH2:24][C:25]([F:28])([F:27])[F:26])=[N:11][CH:12]=[CH:13][CH:14]=2)[CH:2]=1. (2) The product is: [F:9][CH2:8][C:4]1[N:3]=[C:2]([C:13]#[C:12][CH2:11][CH2:10][N:14]2[N:18]=[C:17]3[CH:19]=[CH:20][CH:21]=[C:22]([CH3:23])[C:16]3=[N:15]2)[CH:7]=[CH:6][CH:5]=1. Given the reactants Br[C:2]1[CH:7]=[CH:6][CH:5]=[C:4]([CH2:8][F:9])[N:3]=1.[CH2:10]([N:14]1[N:18]=[C:17]2[CH:19]=[CH:20][CH:21]=[C:22]([CH3:23])[C:16]2=[N:15]1)[CH2:11][C:12]#[CH:13], predict the reaction product. (3) Given the reactants [CH3:1][C:2]1[C:7]2[NH:8][C:9](=[S:11])[NH:10][C:6]=2[CH:5]=[C:4]([O:12][CH2:13][CH2:14][CH2:15][C:16]([O:18][CH2:19][CH3:20])=[O:17])[CH:3]=1.I[CH2:22][CH3:23].C(N(C(C)C)CC)(C)C.CN(C=O)C, predict the reaction product. The product is: [CH2:22]([S:11][C:9]1[NH:10][C:6]2[CH:5]=[C:4]([O:12][CH2:13][CH2:14][CH2:15][C:16]([O:18][CH2:19][CH3:20])=[O:17])[CH:3]=[C:2]([CH3:1])[C:7]=2[N:8]=1)[CH3:23]. (4) Given the reactants [OH:1][C@@H:2]1[CH2:6][NH:5][C:4](=[O:7])[CH2:3]1.N1C=CN=C1.[CH3:13][C:14]([Si:17](Cl)([CH3:19])[CH3:18])([CH3:16])[CH3:15].O, predict the reaction product. The product is: [Si:17]([O:1][C@@H:2]1[CH2:6][NH:5][C:4](=[O:7])[CH2:3]1)([C:14]([CH3:16])([CH3:15])[CH3:13])([CH3:19])[CH3:18]. (5) The product is: [C:39]([C:35]1[CH:36]=[CH:37][CH:38]=[C:33]([CH2:32][O:31][CH2:30][O:29][CH3:28])[CH:34]=1)#[CH:40]. Given the reactants BrC1C=CC=C(COCOC)C=1.C[Si](C#C)(C)C.C(N(CC)C(C)C)(C)C.[CH3:28][O:29][CH2:30][O:31][CH2:32][C:33]1[CH:34]=[C:35]([C:39]#[C:40][Si](C)(C)C)[CH:36]=[CH:37][CH:38]=1.[F-].C([N+](CCCC)(CCCC)CCCC)CCC, predict the reaction product.